This data is from Forward reaction prediction with 1.9M reactions from USPTO patents (1976-2016). The task is: Predict the product of the given reaction. (1) Given the reactants [C:1]1([C:7]2[C:8]([C:23]([O:25][CH3:26])=[O:24])=[N:9][C:10]([C:13]3[CH:22]=[C:21]4[C:16]([CH2:17][CH2:18][CH2:19][NH:20]4)=[CH:15][CH:14]=3)=[CH:11][CH:12]=2)[CH:6]=[CH:5][CH:4]=[CH:3][CH:2]=1.[S:27]1[C:31]2[CH:32]=[CH:33][CH:34]=[CH:35][C:30]=2[N:29]=[C:28]1[NH:36][C:37](=O)[O:38]C1C=CC([N+]([O-])=O)=CC=1, predict the reaction product. The product is: [S:27]1[C:31]2[CH:32]=[CH:33][CH:34]=[CH:35][C:30]=2[N:29]=[C:28]1[NH:36][C:37]([N:20]1[C:21]2[C:16](=[CH:15][CH:14]=[C:13]([C:10]3[N:9]=[C:8]([C:23]([O:25][CH3:26])=[O:24])[C:7]([C:1]4[CH:2]=[CH:3][CH:4]=[CH:5][CH:6]=4)=[CH:12][CH:11]=3)[CH:22]=2)[CH2:17][CH2:18][CH2:19]1)=[O:38]. (2) Given the reactants [Cl:1][C:2]1[CH:7]=[C:6]([Cl:8])[CH:5]=[CH:4][C:3]=1[C:9]1[N:10]=[C:11](/[CH:30]=[CH:31]/[C:32]2[CH:37]=[CH:36][C:35]([C:38]3[CH:43]=[CH:42][C:41]([OH:44])=[CH:40][CH:39]=3)=[CH:34][CH:33]=2)[N:12]([CH2:14][C:15]([NH:17][CH:18]([C:20]2[C:29]3[C:24](=[CH:25][CH:26]=[CH:27][CH:28]=3)[CH:23]=[CH:22][CH:21]=2)[CH3:19])=[O:16])[CH:13]=1.Br[CH2:46][CH2:47][CH2:48][C:49]([O:51]C)=[O:50], predict the reaction product. The product is: [Cl:1][C:2]1[CH:7]=[C:6]([Cl:8])[CH:5]=[CH:4][C:3]=1[C:9]1[N:10]=[C:11](/[CH:30]=[CH:31]/[C:32]2[CH:33]=[CH:34][C:35]([C:38]3[CH:39]=[CH:40][C:41]([O:44][CH2:46][CH2:47][CH2:48][C:49]([OH:51])=[O:50])=[CH:42][CH:43]=3)=[CH:36][CH:37]=2)[N:12]([CH2:14][C:15](=[O:16])[NH:17][CH:18]([C:20]2[C:29]3[C:24](=[CH:25][CH:26]=[CH:27][CH:28]=3)[CH:23]=[CH:22][CH:21]=2)[CH3:19])[CH:13]=1. (3) Given the reactants [NH:1]([C:3]1[N:8]([CH2:9][CH:10]([CH3:12])[CH3:11])[C:7](=[O:13])[N:6]([CH3:14])[C:5](=[O:15])[CH:4]=1)[NH2:2].[Cl:16][C:17]1[CH:18]=[C:19]2[C:23](=[CH:24][CH:25]=1)[NH:22][CH:21]=[C:20]2[CH:26]=O.[CH:28]([C:30]1[N:34]([CH3:35])[CH:33]=[C:32]([C:36]([OH:38])=[O:37])[CH:31]=1)=O, predict the reaction product. The product is: [Cl:16][C:17]1[CH:18]=[C:19]2[C:23](=[CH:24][CH:25]=1)[NH:22][CH:21]=[C:20]2[CH2:26][N:2]1[C:28]([C:30]2[N:34]([CH3:35])[CH:33]=[C:32]([C:36]([OH:38])=[O:37])[CH:31]=2)=[C:4]2[C:3]([N:8]([CH2:9][CH:10]([CH3:11])[CH3:12])[C:7](=[O:13])[N:6]([CH3:14])[C:5]2=[O:15])=[N:1]1.